Dataset: TCR-epitope binding with 47,182 pairs between 192 epitopes and 23,139 TCRs. Task: Binary Classification. Given a T-cell receptor sequence (or CDR3 region) and an epitope sequence, predict whether binding occurs between them. (1) The epitope is AMFWSVPTV. The TCR CDR3 sequence is CASSQDPWAGSAFF. Result: 0 (the TCR does not bind to the epitope). (2) The epitope is ITEEVGHTDLMAAY. The TCR CDR3 sequence is CSPRRDGIQFHTDTQYF. Result: 1 (the TCR binds to the epitope). (3) The epitope is VTEHDTLLY. The TCR CDR3 sequence is CSVLGGGGYEQYF. Result: 1 (the TCR binds to the epitope).